Dataset: Catalyst prediction with 721,799 reactions and 888 catalyst types from USPTO. Task: Predict which catalyst facilitates the given reaction. (1) Reactant: O=C1C2C(=CC=CC=2)C(=O)[N:3]1[O:12][CH2:13][CH2:14][NH:15][C:16](=[O:25])[O:17][CH2:18][C:19]1[CH:24]=[CH:23][CH:22]=[CH:21][CH:20]=1. Product: [NH2:3][O:12][CH2:13][CH2:14][NH:15][C:16](=[O:25])[O:17][CH2:18][C:19]1[CH:24]=[CH:23][CH:22]=[CH:21][CH:20]=1. The catalyst class is: 2. (2) The catalyst class is: 733. Reactant: [C:1]([O:5][C:6]([N:8]1[CH2:13][CH:12]2[C:10]([C:14]3[CH:19]=[CH:18][C:17](Br)=[CH:16][CH:15]=3)([CH2:11]2)[CH2:9]1)=[O:7])([CH3:4])([CH3:3])[CH3:2].CC(C)([O-])C.[Na+].[NH:27]1[CH2:32][CH2:31][S:30][CH2:29][CH2:28]1. Product: [C:1]([O:5][C:6]([N:8]1[CH2:13][CH:12]2[C:10]([C:14]3[CH:19]=[CH:18][C:17]([N:27]4[CH2:32][CH2:31][S:30][CH2:29][CH2:28]4)=[CH:16][CH:15]=3)([CH2:11]2)[CH2:9]1)=[O:7])([CH3:4])([CH3:3])[CH3:2]. (3) Reactant: [C:1](=[O:4])([O-])[O-].[K+].[K+].IC.[Br:9][C:10]1[CH:19]=[C:18]2[C:13]([CH2:14][C:15]([CH3:27])([CH3:26])[CH2:16][C:17]32[C:23](=[O:24])[NH:22][C:21](=O)[NH:20]3)=[CH:12][CH:11]=1. Product: [Br:9][C:10]1[CH:19]=[C:18]2[C:13]([CH2:14][C:15]([CH3:27])([CH3:26])[CH2:16][C:17]32[C:23](=[O:24])[N:22]([CH3:21])[C:1](=[O:4])[NH:20]3)=[CH:12][CH:11]=1. The catalyst class is: 39. (4) Reactant: [CH3:1][NH:2][C:3]1[C:8]([C:9]#[N:10])=[N:7][CH:6]=[CH:5][N:4]=1.C(N(CC)CC)C.Cl.[NH2:19][OH:20]. Product: [OH:20][N:19]=[C:9]([C:8]1[C:3]([NH:2][CH3:1])=[N:4][CH:5]=[CH:6][N:7]=1)[NH2:10]. The catalyst class is: 5. (5) Reactant: [CH3:1][C:2]1([CH3:18])[O:6][CH:5]([CH2:7][C:8]2[CH:9]=[C:10]([CH:13]=[CH:14][C:15]=2[O:16][CH3:17])[CH:11]=O)[CH2:4][O:3]1.[NH:19]1[CH2:24][CH2:23][NH:22][CH2:21][C:20]1=[O:25].C(O[BH-](OC(=O)C)OC(=O)C)(=O)C.[Na+].[OH-].[Na+]. Product: [CH3:1][C:2]1([CH3:18])[O:6][CH:5]([CH2:7][C:8]2[CH:9]=[C:10]([CH:13]=[CH:14][C:15]=2[O:16][CH3:17])[CH2:11][N:22]2[CH2:23][CH2:24][NH:19][C:20](=[O:25])[CH2:21]2)[CH2:4][O:3]1. The catalyst class is: 411. (6) Product: [NH2:43][C:44]1[N:45]=[CH:46][C:47]([C:31]2[CH:32]=[CH:33][C:28]([C:9]3[N:8]([C:5]4[CH:6]=[CH:7][C:2]([Cl:1])=[CH:3][CH:4]=4)[C:13](=[O:14])[C:12]4[CH:15]=[N:16][N:17]([C:18]5[CH:23]=[CH:22][CH:21]=[C:20]([S:24]([CH3:27])(=[O:26])=[O:25])[CH:19]=5)[C:11]=4[N:10]=3)=[CH:29][CH:30]=2)=[N:48][CH:49]=1. Reactant: [Cl:1][C:2]1[CH:7]=[CH:6][C:5]([N:8]2[C:13](=[O:14])[C:12]3[CH:15]=[N:16][N:17]([C:18]4[CH:23]=[CH:22][CH:21]=[C:20]([S:24]([CH3:27])(=[O:26])=[O:25])[CH:19]=4)[C:11]=3[N:10]=[C:9]2[C:28]2[CH:33]=[CH:32][C:31](B3OC(C)(C)C(C)(C)O3)=[CH:30][CH:29]=2)=[CH:4][CH:3]=1.[NH2:43][C:44]1[CH:49]=[N:48][C:47](Br)=[CH:46][N:45]=1.C(=O)([O-])[O-].[Cs+].[Cs+]. The catalyst class is: 423. (7) Reactant: Cl[C:2]1[CH:11]=[CH:10][C:9]2[CH2:8][N:7]([CH3:12])[CH2:6][CH2:5][C:4]=2[N:3]=1.[CH3:13][CH:14]([N:16]1[CH2:21][CH2:20][CH:19]([OH:22])[CH2:18][CH2:17]1)[CH3:15].[OH-].[K+]. Product: [CH3:12][N:7]1[CH2:6][CH2:5][C:4]2[N:3]=[C:2]([O:22][CH:19]3[CH2:20][CH2:21][N:16]([CH:14]([CH3:15])[CH3:13])[CH2:17][CH2:18]3)[CH:11]=[CH:10][C:9]=2[CH2:8]1. The catalyst class is: 1.